Dataset: Experimentally validated miRNA-target interactions with 360,000+ pairs, plus equal number of negative samples. Task: Binary Classification. Given a miRNA mature sequence and a target amino acid sequence, predict their likelihood of interaction. (1) The miRNA is mmu-miR-449a-3p with sequence CAGCUAACAUGCGACUGCUCUC. The protein sequence of the target gene is MSDKSDLKAELERKKQRLAQIREEKKRKEEERKKKEADMQQKKEPVQDDSDLDRKRRETEALLQSIGISPEPPLVPTPMSPSSKSVSTPSDAGSQDSGDLGPLTRTLQWDTDPSVLQLQSDSELGRRLHKLGVSKVTQVDFLPREVVSYSKETQTPLATHQSEEDEEDEEMVEPKIGHDSELENQEKKQETKEAPPRELTEEEKQQILHSEEFLIFFDRTIRVIERALAEDSDIFFDYSGRELEEKDGDVQAGANLSFNRQFYDEHWSKHRVVTCMDWSLQYPELMVASYSNNEDAPHEP.... Result: 0 (no interaction). (2) The miRNA is hsa-miR-4446-3p with sequence CAGGGCUGGCAGUGACAUGGGU. The protein sequence of the target gene is MRVENVDNVSFALNGRADEWCMSVETRLDSLVREKSEVKAYVGGCPSVITDAGAYDALFDMRRRWSNNGGFPLRMLEESSSEVTSSSALGLPPAMVMSPESLASPEYRALELWSYDDGITYNTAQSLLGACNMQQQQLQPQQPHPAPPTLPTMPLPMPPTTPKSENESMSSGREELSPASSINGCSADADARRQKKGPAPRQQEELCLVCGDRASGYHYNALTCEGCKGFFRRSVTKNAVYICKFGHACEMDMYMRRKCQECRLKKCLAVGMRPECVIQEPSKNKDRQRQKKDKGILLPV.... Result: 0 (no interaction). (3) The miRNA is hsa-miR-3689d with sequence GGGAGGUGUGAUCUCACACUCG. The protein sequence of the target gene is MWQVLRGWRKGWQSPRGALAWAVQGQPCPPCSRAVASVGKDEYTFVVVGAGSAGCVLASRLTEDPNHRVLLLEAGPKDLLMGSKRLQWKIHMPAALVSNLCDDKYNWYYHTEPQPGMDSRVLYWPRGRVWGGSSSLNAMVYIRGHAEDYNRWHREGAEGWDYAHCLPYFRKAQRHELGANMYRGGDGPLHVSRGKTNHPLHQAFLQAARQAGYPFTEDMNGFQQEGFGWMDMTVHQGKRWSTACAYLHPVLSRPNLRAEVQTLVSRVLFEGTRAVGVEYIKDGQRHKAYVSREVILSGGA.... Result: 0 (no interaction).